From a dataset of Full USPTO retrosynthesis dataset with 1.9M reactions from patents (1976-2016). Predict the reactants needed to synthesize the given product. (1) Given the product [N:41]1[C:42]2[C:47](=[CH:46][CH:45]=[CH:44][CH:43]=2)[CH:48]=[CH:49][C:40]=1[O:1][CH2:2][C:3]1[N:4]=[C:5]2[C:10]([CH:11]3[CH2:16][CH2:15][O:14][CH2:13][CH2:12]3)=[N:9][CH:8]=[C:7]([C:17]3[CH:18]=[CH:19][C:20]([N:23]4[CH2:24][CH2:25][N:26]([C:29]([O:31][C:32]([CH3:33])([CH3:35])[CH3:34])=[O:30])[CH2:27][CH2:28]4)=[N:21][CH:22]=3)[N:6]2[CH:36]=1, predict the reactants needed to synthesize it. The reactants are: [OH:1][CH2:2][C:3]1[N:4]=[C:5]2[C:10]([CH:11]3[CH2:16][CH2:15][O:14][CH2:13][CH2:12]3)=[N:9][CH:8]=[C:7]([C:17]3[CH:18]=[CH:19][C:20]([N:23]4[CH2:28][CH2:27][N:26]([C:29]([O:31][C:32]([CH3:35])([CH3:34])[CH3:33])=[O:30])[CH2:25][CH2:24]4)=[N:21][CH:22]=3)[N:6]2[CH:36]=1.[H-].[Na+].Cl[C:40]1[CH:49]=[CH:48][C:47]2[C:42](=[CH:43][CH:44]=[CH:45][CH:46]=2)[N:41]=1. (2) Given the product [Br:1][C:2]1[CH:7]=[CH:6][C:5]([S:8]([NH:18][CH3:17])(=[O:10])=[O:9])=[C:4]([O:12][C:13]([F:16])([F:15])[F:14])[CH:3]=1, predict the reactants needed to synthesize it. The reactants are: [Br:1][C:2]1[CH:7]=[CH:6][C:5]([S:8](Cl)(=[O:10])=[O:9])=[C:4]([O:12][C:13]([F:16])([F:15])[F:14])[CH:3]=1.[CH3:17][NH2:18]. (3) The reactants are: [OH:1][CH2:2][C:3]1[CH:4]=[CH:5][C:6]([O:11][C:12]2[CH:13]=[N:14][CH:15]=[CH:16][CH:17]=2)=[C:7]([CH:10]=1)[C:8]#[N:9].Cl[C:19]1[CH:29]=[C:23]2[N:24]([CH3:28])[CH2:25][CH2:26][CH2:27][N:22]2[C:21](=[O:30])[N:20]=1. Given the product [CH3:28][N:24]1[CH2:25][CH2:26][CH2:27][N:22]2[C:21](=[O:30])[N:20]=[C:19]([O:1][CH2:2][C:3]3[CH:4]=[CH:5][C:6]([O:11][C:12]4[CH:13]=[N:14][CH:15]=[CH:16][CH:17]=4)=[C:7]([CH:10]=3)[C:8]#[N:9])[CH:29]=[C:23]12, predict the reactants needed to synthesize it.